Task: Predict which catalyst facilitates the given reaction.. Dataset: Catalyst prediction with 721,799 reactions and 888 catalyst types from USPTO Product: [CH3:1][C:2]1[C:11]2[C:6](=[CH:7][CH:8]=[C:9]([C:27]#[N:28])[CH:10]=2)[O:5][C:4](=[O:20])[CH:3]=1. The catalyst class is: 73. Reactant: [CH3:1][C:2]1[C:11]2[C:6](=[CH:7][CH:8]=[C:9](OS(C(F)(F)F)(=O)=O)[CH:10]=2)[O:5][C:4](=[O:20])[CH:3]=1.C(OCC)(=O)C.[CH3:27][N:28](C=O)C.